Dataset: Peptide-MHC class II binding affinity with 134,281 pairs from IEDB. Task: Regression. Given a peptide amino acid sequence and an MHC pseudo amino acid sequence, predict their binding affinity value. This is MHC class II binding data. (1) The peptide sequence is GELQIVDKIDAKFKI. The MHC is DRB1_0101 with pseudo-sequence DRB1_0101. The binding affinity (normalized) is 0.444. (2) The binding affinity (normalized) is 0.447. The MHC is DRB1_0701 with pseudo-sequence DRB1_0701. The peptide sequence is LRIKSYEDAKSPLTA. (3) The peptide sequence is EQCCTSICSLYQLEN. The MHC is DRB1_1302 with pseudo-sequence DRB1_1302. The binding affinity (normalized) is 0.154.